Task: Predict the product of the given reaction.. Dataset: Forward reaction prediction with 1.9M reactions from USPTO patents (1976-2016) (1) Given the reactants Br[C:2]1[C:3]2[C:4](Cl)=[C:5]3[N:14]([CH3:15])[N:13]=[CH:12][C:6]3=[N:7][C:8]=2[CH:9]=[CH:10][CH:11]=1.C[O:18][C:19]1[CH:24]=[CH:23][C:22](B(O)O)=[CH:21][CH:20]=1.C(=O)(O)[O-:29].[Na+].COCCOC, predict the reaction product. The product is: [OH:18][C:19]1[CH:24]=[CH:23][C:22]([C:2]2[C:3]3[C:4](=[O:29])[C:5]4[N:14]([CH3:15])[N:13]=[CH:12][C:6]=4[NH:7][C:8]=3[CH:9]=[CH:10][CH:11]=2)=[CH:21][CH:20]=1. (2) Given the reactants [NH:1]1[CH:5]=[C:4]([C:6]2[C:7]([C:12]3[CH:17]=[CH:16][CH:15]=[CH:14][CH:13]=3)=[N:8][O:9][C:10]=2[CH3:11])[N:3]=[CH:2]1.[Cl:18][C:19]1[CH:24]=[CH:23][CH:22]=[CH:21][C:20]=1B(O)O, predict the reaction product. The product is: [Cl:18][C:19]1[CH:24]=[CH:23][CH:22]=[CH:21][C:20]=1[N:1]1[CH:5]=[C:4]([C:6]2[C:7]([C:12]3[CH:13]=[CH:14][CH:15]=[CH:16][CH:17]=3)=[N:8][O:9][C:10]=2[CH3:11])[N:3]=[CH:2]1. (3) Given the reactants [OH:1][C:2]1([C:18]2[CH:19]=[N:20][CH:21]=[C:22]([C:24]([F:27])([F:26])[F:25])[CH:23]=2)[CH2:7][CH2:6][N:5](C(OCC2C=CC=CC=2)=O)[CH2:4][CH2:3]1.C([O-])=O.[NH4+], predict the reaction product. The product is: [F:27][C:24]([F:25])([F:26])[C:22]1[CH:23]=[C:18]([C:2]2([OH:1])[CH2:3][CH2:4][NH:5][CH2:6][CH2:7]2)[CH:19]=[N:20][CH:21]=1.